This data is from Catalyst prediction with 721,799 reactions and 888 catalyst types from USPTO. The task is: Predict which catalyst facilitates the given reaction. (1) Reactant: C[O:2][C:3](=[O:12])[C:4]1[CH:9]=[CH:8][CH:7]=[C:6]([S:10][CH3:11])[CH:5]=1.[OH-].[Na+]. Product: [CH3:11][S:10][C:6]1[CH:5]=[C:4]([CH:9]=[CH:8][CH:7]=1)[C:3]([OH:12])=[O:2]. The catalyst class is: 92. (2) Reactant: [C:1]([C:5]1[O:9][N:8]=[C:7]([N:10]([C:14]2[CH:19]=[CH:18][CH:17]=[C:16](I)[N:15]=2)C(N)=O)[CH:6]=1)([CH3:4])([CH3:3])[CH3:2].[C:21]([C:23]1[CH:24]=[N:25][C:26]([NH2:29])=[N:27][CH:28]=1)#[CH:22].CC[N:32]([CH2:35]C)CC.CN(C=[O:41])C. Product: [NH2:29][C:26]1[N:27]=[CH:28][C:23]([C:21]#[C:22][C:35]2[N:32]=[C:16]([NH:15][C:14]([NH:10][C:7]3[CH:6]=[C:5]([C:1]([CH3:2])([CH3:3])[CH3:4])[O:9][N:8]=3)=[O:41])[CH:17]=[CH:18][CH:19]=2)=[CH:24][N:25]=1. The catalyst class is: 205.